Predict the reactants needed to synthesize the given product. From a dataset of Full USPTO retrosynthesis dataset with 1.9M reactions from patents (1976-2016). (1) The reactants are: [C:1]([O:5][C:6](=[O:25])[NH:7][C:8]1[CH:13]=[CH:12][C:11]([C:14]2[CH:19]=[CH:18][C:17]([Cl:20])=[C:16]([Cl:21])[CH:15]=2)=[CH:10][C:9]=1[N+:22]([O-])=O)([CH3:4])([CH3:3])[CH3:2]. Given the product [C:1]([O:5][C:6](=[O:25])[NH:7][C:8]1[CH:13]=[CH:12][C:11]([C:14]2[CH:19]=[CH:18][C:17]([Cl:20])=[C:16]([Cl:21])[CH:15]=2)=[CH:10][C:9]=1[NH2:22])([CH3:4])([CH3:2])[CH3:3], predict the reactants needed to synthesize it. (2) Given the product [CH:26]1([N:15]2[C:14]3[N:13]=[C:12]([C:2]4[S:1][CH:5]=[CH:4][N:3]=4)[N:21]=[CH:20][C:19]=3[N:18]([CH3:22])[C:17](=[O:23])[C@H:16]2[CH2:24][CH3:25])[CH2:27][CH2:28][CH2:29][CH2:30]1, predict the reactants needed to synthesize it. The reactants are: [S:1]1[CH:5]=[CH:4][N:3]=[CH:2]1.[Li]CCCC.Cl[C:12]1[N:21]=[CH:20][C:19]2[N:18]([CH3:22])[C:17](=[O:23])[C@@H:16]([CH2:24][CH3:25])[N:15]([CH:26]3[CH2:30][CH2:29][CH2:28][CH2:27]3)[C:14]=2[N:13]=1.